The task is: Binary Classification. Given a T-cell receptor sequence (or CDR3 region) and an epitope sequence, predict whether binding occurs between them.. This data is from TCR-epitope binding with 47,182 pairs between 192 epitopes and 23,139 TCRs. (1) The epitope is GTSGSPIVNR. The TCR CDR3 sequence is CASSSPSGRPTLYNEQFF. Result: 0 (the TCR does not bind to the epitope). (2) The epitope is KLSALGINAV. The TCR CDR3 sequence is CASSLGVAYQETQYF. Result: 0 (the TCR does not bind to the epitope). (3) The epitope is KRWIILGLNK. The TCR CDR3 sequence is CASSSPTGLGTEAFF. Result: 0 (the TCR does not bind to the epitope). (4) The epitope is VTEHDTLLY. The TCR CDR3 sequence is CASSELAGGPETQYF. Result: 0 (the TCR does not bind to the epitope). (5) The epitope is VSFIEFVGW. The TCR CDR3 sequence is CSVESGKRTQYF. Result: 0 (the TCR does not bind to the epitope).